From a dataset of Reaction yield outcomes from USPTO patents with 853,638 reactions. Predict the reaction yield, written as a fraction of the theoretical maximum amount of product (1.0 means a 100% yield; for example, 0.34 means a 34% yield). (1) The reactants are [NH2:1][CH2:2][CH2:3][N:4]1[C:8](=[O:9])/[C:7](=[CH:10]/[C:11]2[CH:16]=[CH:15][C:14]([O:17][CH2:18][CH3:19])=[CH:13][CH:12]=2)/[S:6][C:5]1=[O:20].C(=O)([O-])[O-].[K+].[K+].[F:27][C:28]([F:39])([F:38])[C:29](O[C:29](=[O:30])[C:28]([F:39])([F:38])[F:27])=[O:30]. The catalyst is ClCCl. The product is [CH2:18]([O:17][C:14]1[CH:15]=[CH:16][C:11](/[CH:10]=[C:7]2/[C:8](=[O:9])[N:4]([CH2:3][CH2:2][NH:1][C:29](=[O:30])[C:28]([F:39])([F:38])[F:27])[C:5](=[O:20])[S:6]/2)=[CH:12][CH:13]=1)[CH3:19]. The yield is 0.810. (2) The reactants are ClC(Cl)(Cl)C([C:5]1[CH:10]=[CH:9][C:8]([C:11]2[O:12][C:13]([CH2:16][CH3:17])=[N:14][N:15]=2)=[CH:7][CH:6]=1)O.[OH-:20].[Na+].[O:22]1[CH2:27][CH2:26][O:25][CH2:24]C1. The catalyst is CO. The product is [CH2:16]([C:13]1[O:12][C:11]([C:8]2[CH:7]=[CH:6][C:5]([CH:26]([O:25][CH3:24])[C:27]([OH:22])=[O:20])=[CH:10][CH:9]=2)=[N:15][N:14]=1)[CH3:17]. The yield is 0.730.